The task is: Predict the product of the given reaction.. This data is from Forward reaction prediction with 1.9M reactions from USPTO patents (1976-2016). (1) Given the reactants Cl[C:2]1[CH:7]=[C:6]([Cl:8])[N:5]=[CH:4][N:3]=1.[CH3:9][NH2:10].C(O)C.O, predict the reaction product. The product is: [Cl:8][C:6]1[N:5]=[CH:4][N:3]=[C:2]([NH:10][CH3:9])[CH:7]=1. (2) Given the reactants [I:1]Cl.[CH3:3][C:4]1[CH:10]=[CH:9][C:7]([NH2:8])=[CH:6][C:5]=1[C:11]([F:14])([F:13])[F:12].C(=O)(O)[O-].[Na+], predict the reaction product. The product is: [I:1][C:9]1[CH:10]=[C:4]([CH3:3])[C:5]([C:11]([F:12])([F:13])[F:14])=[CH:6][C:7]=1[NH2:8].